This data is from Catalyst prediction with 721,799 reactions and 888 catalyst types from USPTO. The task is: Predict which catalyst facilitates the given reaction. (1) Product: [NH2:2][C:1]1[N:17]2[N:18]=[CH:19][N:20]=[C:16]2[N:15]=[C:4]([CH2:5][CH3:6])[C:3]=1[CH2:8][CH2:9][CH2:10][CH2:11][CH2:12][CH2:13][CH2:14][CH3:21]. The catalyst class is: 728. Reactant: [C:1]([CH:3]([CH2:8][CH2:9][CH2:10][CH2:11][CH2:12][CH2:13][CH3:14])[C:4](=O)[CH2:5][CH3:6])#[N:2].[NH2:15][C:16]1[N:20]=[CH:19][NH:18][N:17]=1.[C:21]1(C)C=CC(S(O)(=O)=O)=CC=1. (2) Reactant: [Si:1]([O:8][CH2:9][C:10]1[N:15]=[CH:14][C:13]2[N:16]([C:19]3[S:23][C:22]([C:24]([O:26]C)=O)=[C:21]([O:28][CH:29]([C:31]4[CH:36]=[CH:35][CH:34]=[CH:33][C:32]=4[Cl:37])[CH3:30])[CH:20]=3)[CH:17]=[N:18][C:12]=2[CH:11]=1)([C:4]([CH3:7])([CH3:6])[CH3:5])([CH3:3])[CH3:2].[NH3:38]. Product: [Si:1]([O:8][CH2:9][C:10]1[N:15]=[CH:14][C:13]2[N:16]([C:19]3[S:23][C:22]([C:24]([NH2:38])=[O:26])=[C:21]([O:28][CH:29]([C:31]4[CH:36]=[CH:35][CH:34]=[CH:33][C:32]=4[Cl:37])[CH3:30])[CH:20]=3)[CH:17]=[N:18][C:12]=2[CH:11]=1)([C:4]([CH3:5])([CH3:7])[CH3:6])([CH3:2])[CH3:3]. The catalyst class is: 5. (3) Reactant: [CH3:1][C:2]1[CH:7]=[CH:6][C:5]([C:8]2[CH:13]=[CH:12][CH:11]=[CH:10][C:9]=2[C:14]2[NH:18][N:17]=[N:16][N:15]=2)=[CH:4][CH:3]=1.[C:19](Cl)([C:32]1[CH:37]=[CH:36][CH:35]=[CH:34][CH:33]=1)([C:26]1[CH:31]=[CH:30][CH:29]=[CH:28][CH:27]=1)[C:20]1[CH:25]=[CH:24][CH:23]=[CH:22][CH:21]=1.C(N(CC)CC)C. Product: [CH3:1][C:2]1[CH:7]=[CH:6][C:5]([C:8]2[CH:13]=[CH:12][CH:11]=[CH:10][C:9]=2[C:14]2[N:15]([C:19]([C:20]3[CH:25]=[CH:24][CH:23]=[CH:22][CH:21]=3)([C:32]3[CH:33]=[CH:34][CH:35]=[CH:36][CH:37]=3)[C:26]3[CH:27]=[CH:28][CH:29]=[CH:30][CH:31]=3)[N:16]=[N:17][N:18]=2)=[CH:4][CH:3]=1. The catalyst class is: 4.